This data is from Reaction yield outcomes from USPTO patents with 853,638 reactions. The task is: Predict the reaction yield, written as a fraction of the theoretical maximum amount of product (1.0 means a 100% yield; for example, 0.34 means a 34% yield). (1) The reactants are [F:1][C:2]1[C:8]([CH3:9])=[CH:7][CH:6]=[C:5]([F:10])[C:3]=1[NH2:4].[Br:11]Br. The catalyst is C(O)(=O)C. The product is [Br:11][C:7]1[CH:6]=[C:5]([F:10])[C:3]([NH2:4])=[C:2]([F:1])[C:8]=1[CH3:9]. The yield is 0.810. (2) The reactants are C(OC(=O)[NH:7][C:8]1[CH:13]=[C:12]([O:14][CH3:15])[C:11]([CH2:16][N:17]2[CH2:22][CH2:21][O:20][CH2:19][CH2:18]2)=[C:10]([O:23][CH3:24])[C:9]=1[C:25](=[O:27])[NH2:26])(C)(C)C. The catalyst is CC(O)=O.Cl. The product is [NH2:7][C:8]1[C:9]([C:25]([NH2:26])=[O:27])=[C:10]([O:23][CH3:24])[C:11]([CH2:16][N:17]2[CH2:22][CH2:21][O:20][CH2:19][CH2:18]2)=[C:12]([O:14][CH3:15])[CH:13]=1. The yield is 0.890. (3) The reactants are [CH2:1]([O:8][C:9]1[N:24]=[C:23](Cl)[C:22]([CH2:26][CH3:27])=[C:21]([O:28][CH2:29][C:30]2[CH:35]=[CH:34][CH:33]=[CH:32][CH:31]=2)[C:10]=1[C:11]([O:13][CH2:14][C:15]1[CH:20]=[CH:19][CH:18]=[CH:17][CH:16]=1)=[O:12])[C:2]1[CH:7]=[CH:6][CH:5]=[CH:4][CH:3]=1.[OH:36][C:37]1[CH:42]=[CH:41][C:40](B(O)O)=[CH:39][CH:38]=1.F[B-](F)(F)F.C([PH+](C(C)(C)C)C(C)(C)C)(C)(C)C.[F-].[K+]. The catalyst is C1COCC1.C1C=CC(/C=C/C(/C=C/C2C=CC=CC=2)=O)=CC=1.C1C=CC(/C=C/C(/C=C/C2C=CC=CC=2)=O)=CC=1.C1C=CC(/C=C/C(/C=C/C2C=CC=CC=2)=O)=CC=1.[Pd].[Pd]. The product is [CH2:1]([O:8][C:9]1[N:24]=[C:23]([C:40]2[CH:41]=[CH:42][C:37]([OH:36])=[CH:38][CH:39]=2)[C:22]([CH2:26][CH3:27])=[C:21]([O:28][CH2:29][C:30]2[CH:35]=[CH:34][CH:33]=[CH:32][CH:31]=2)[C:10]=1[C:11]([O:13][CH2:14][C:15]1[CH:20]=[CH:19][CH:18]=[CH:17][CH:16]=1)=[O:12])[C:2]1[CH:7]=[CH:6][CH:5]=[CH:4][CH:3]=1. The yield is 0.740. (4) The reactants are C(OC([NH:8][C@H:9]([C:11]([NH:13][CH:14]1[N:20]=[C:19]([C:21]2[CH:26]=[CH:25][CH:24]=[CH:23][CH:22]=2)[C:18]2[CH:27]=[CH:28][CH:29]=[CH:30][C:17]=2[N:16]([CH2:31][CH2:32][CH2:33][C:34]([F:37])([F:36])[F:35])[C:15]1=[O:38])=[O:12])[CH3:10])=O)(C)(C)C.C(O)(C(F)(F)F)=O.C(Cl)Cl. No catalyst specified. The product is [NH2:8][C@H:9]([C:11]([NH:13][CH:14]1[N:20]=[C:19]([C:21]2[CH:26]=[CH:25][CH:24]=[CH:23][CH:22]=2)[C:18]2[CH:27]=[CH:28][CH:29]=[CH:30][C:17]=2[N:16]([CH2:31][CH2:32][CH2:33][C:34]([F:37])([F:35])[F:36])[C:15]1=[O:38])=[O:12])[CH3:10]. The yield is 0.680.